Dataset: Catalyst prediction with 721,799 reactions and 888 catalyst types from USPTO. Task: Predict which catalyst facilitates the given reaction. (1) Product: [C:11]1([C:8]2[CH:9]=[C:2]([CH:20]=[O:23])[CH:3]=[C:4]([C:5]3[CH:4]=[CH:3][CH:2]=[CH:9][CH:8]=3)[CH:7]=2)[CH:16]=[CH:15][CH:14]=[CH:13][CH:12]=1. Reactant: Br[C:2]1[CH:3]=[C:4]([CH:7]=[C:8](Br)[CH:9]=1)[CH:5]=O.[C:11]1(B(O)O)[CH:16]=[CH:15][CH:14]=[CH:13][CH:12]=1.[C:20](=[O:23])([O-])[O-].[Na+].[Na+]. The catalyst class is: 1. (2) Reactant: [C:1]1([C:7]2[CH:16]=[CH:15][CH:14]=[C:13]3[C:8]=2[C:9]([NH:31][CH2:32][C:33]2[CH:38]=[CH:37][CH:36]=[CH:35][N:34]=2)=[N:10][C:11]([C:17]2[CH:18]=[C:19]([S:23]([NH:26][P:27](=[O:30])([OH:29])[OH:28])(=[O:25])=[O:24])[CH:20]=[N:21][CH:22]=2)=[N:12]3)[CH:6]=[CH:5][CH:4]=[CH:3][CH:2]=1.[OH-].[K+:40]. Product: [C:1]1([C:7]2[CH:16]=[CH:15][CH:14]=[C:13]3[C:8]=2[C:9]([NH:31][CH2:32][C:33]2[CH:38]=[CH:37][CH:36]=[CH:35][N:34]=2)=[N:10][C:11]([C:17]2[CH:18]=[C:19]([S:23]([NH:26][P:27](=[O:28])([O-:29])[O-:30])(=[O:24])=[O:25])[CH:20]=[N:21][CH:22]=2)=[N:12]3)[CH:2]=[CH:3][CH:4]=[CH:5][CH:6]=1.[K+:40].[K+:40].[K+:40]. The catalyst class is: 40. (3) Reactant: C([Li])CCC.[S:6]1[C:14]2[CH:13]=[CH:12][N:11]=[CH:10][C:9]=2[CH:8]=[CH:7]1.CN(C)CCN(C)C.[CH2:23]([Sn:27](Cl)([CH2:32][CH2:33][CH2:34][CH3:35])[CH2:28][CH2:29][CH2:30][CH3:31])[CH2:24][CH2:25][CH3:26]. Product: [CH2:32]([Sn:27]([CH2:23][CH2:24][CH2:25][CH3:26])([CH2:28][CH2:29][CH2:30][CH3:31])[C:7]1[S:6][C:14]2[CH:13]=[CH:12][N:11]=[CH:10][C:9]=2[CH:8]=1)[CH2:33][CH2:34][CH3:35]. The catalyst class is: 30. (4) Reactant: CC1C=CC(S([O:11][CH2:12][C@H:13]([C@H:15]2[O:24][C@@H:18]3[O:19][C:20]([CH3:23])([CH3:22])[O:21][C@@H:17]3[CH2:16]2)[OH:14])(=O)=O)=CC=1.[C:25]([O-])([O-])=O.[K+].[K+]. Product: [CH3:22][C:20]1([CH3:23])[O:19][C@H:18]2[O:24][C@H:15]([C@@H:13]([OH:14])[CH2:12][O:11][CH3:25])[CH2:16][C@H:17]2[O:21]1. The catalyst class is: 5. (5) Reactant: [H-].[Na+].[C:3]([O:7][C:8](=[O:16])[NH:9][C:10]1[N:11]([CH3:15])[CH:12]=[CH:13][N:14]=1)([CH3:6])([CH3:5])[CH3:4].I[CH3:18]. Product: [C:3]([O:7][C:8](=[O:16])[N:9]([CH3:18])[C:10]1[N:11]([CH3:15])[CH:12]=[CH:13][N:14]=1)([CH3:6])([CH3:5])[CH3:4]. The catalyst class is: 9. (6) Reactant: OC[CH:3]1[O:7][C:6](=[O:8])[N:5]([C:9]2[CH:10]=[CH:11][C:12]3[CH2:18][CH2:17][CH2:16][CH2:15][C:14](=[O:19])[C:13]=3[CH:20]=2)[CH2:4]1.[CH2:21]([N:23]([CH2:26]C)CC)[CH3:22].CS(Cl)(=O)=[O:30]. Product: [O:8]=[C:6]1[N:5]([C:9]2[CH:10]=[CH:11][C:12]3[CH2:18][CH2:17][CH2:16][CH2:15][C:14](=[O:19])[C:13]=3[CH:20]=2)[CH2:4][CH:3]([CH2:26][NH:23][C:21](=[O:30])[CH3:22])[O:7]1. The catalyst class is: 124. (7) Reactant: [Cl:1][C:2]1[CH:7]=[CH:6][C:5]([CH2:8][C:9](=[O:14])[C:10]([CH3:13])([CH3:12])[CH3:11])=[CH:4][CH:3]=1.CO[CH:17](OC)[N:18]([CH3:20])[CH3:19]. Product: [Cl:1][C:2]1[CH:3]=[CH:4][C:5]([C:8]([C:9](=[O:14])[C:10]([CH3:11])([CH3:13])[CH3:12])=[CH:17][N:18]([CH3:20])[CH3:19])=[CH:6][CH:7]=1. The catalyst class is: 11. (8) Reactant: [Br:1][C:2]1[CH:7]=[CH:6][C:5](/[N:8]=[CH:9]/[N:10](C)C)=[C:4]([C:13]#[N:14])[CH:3]=1.[NH4+].[OH-]. Product: [Br:1][C:2]1[CH:3]=[C:4]2[C:5](=[CH:6][CH:7]=1)[N:8]=[CH:9][N:10]=[C:13]2[NH2:14]. The catalyst class is: 14. (9) Reactant: [CH3:1][O:2][C:3]1[CH:30]=[CH:29][C:6]([CH2:7][N:8]2[C:12]([C:13](O)=[O:14])=[C:11]([C:16]3[N:17]=[C:18]([NH:21][C:22]4[N:27]=[C:26]([CH3:28])[CH:25]=[CH:24][N:23]=4)[S:19][CH:20]=3)[CH:10]=[N:9]2)=[CH:5][CH:4]=1.C[CH2:32][N:33]=C=NCCCN(C)C.Cl.Cl.CN.O.N1(O)C2C=CC=CC=2N=N1. Product: [CH3:1][O:2][C:3]1[CH:30]=[CH:29][C:6]([CH2:7][N:8]2[C:12]([C:13]([NH:33][CH3:32])=[O:14])=[C:11]([C:16]3[N:17]=[C:18]([NH:21][C:22]4[N:27]=[C:26]([CH3:28])[CH:25]=[CH:24][N:23]=4)[S:19][CH:20]=3)[CH:10]=[N:9]2)=[CH:5][CH:4]=1. The catalyst class is: 34.